This data is from Catalyst prediction with 721,799 reactions and 888 catalyst types from USPTO. The task is: Predict which catalyst facilitates the given reaction. (1) Reactant: C=O.C([Cl:11])(=O)C1C=CC=CC=1.[C:12]([O:15][CH2:16]C)(=[O:14])[CH3:13].[CH3:18][CH2:19][CH2:20][CH2:21][CH2:22]C. Product: [Cl:11][CH2:16][O:15][C:12](=[O:14])[C:13]1[CH:22]=[CH:21][CH:20]=[CH:19][CH:18]=1. The catalyst class is: 530. (2) Reactant: [OH:1][C:2]1[CH:3]=[C:4]([CH:7]=[CH:8][CH:9]=1)[CH2:5][OH:6].Cl[C:11]1[CH:16]=[CH:15][C:14]([C:17]([F:20])([F:19])[F:18])=[CH:13][N:12]=1.C(=O)([O-])[O-].[K+].[K+]. Product: [F:18][C:17]([F:20])([F:19])[C:14]1[CH:15]=[CH:16][C:11]([O:1][C:2]2[CH:3]=[C:4]([CH2:5][OH:6])[CH:7]=[CH:8][CH:9]=2)=[N:12][CH:13]=1. The catalyst class is: 3. (3) Reactant: [Cl:1][C:2]1[CH:3]=[C:4]2[C:9](=[CH:10][CH:11]=1)[C:8](=[O:12])[N:7]([CH2:13][C:14]1[CH:19]=[CH:18][C:17]([S:20]([CH3:23])(=[O:22])=[O:21])=[CH:16][CH:15]=1)[C:6]([CH:24]=[O:25])=[C:5]2[C:26]1[CH:31]=[CH:30][CH:29]=[CH:28][CH:27]=1.[CH2:32]([Mg]Cl)[CH2:33][CH2:34][CH3:35].C(OCC)(=O)C.C(OC(C)C)(C)C. Product: [Cl:1][C:2]1[CH:3]=[C:4]2[C:9](=[CH:10][CH:11]=1)[C:8](=[O:12])[N:7]([CH2:13][C:14]1[CH:15]=[CH:16][C:17]([S:20]([CH3:23])(=[O:21])=[O:22])=[CH:18][CH:19]=1)[C:6]([CH:24]([OH:25])[CH2:32][CH2:33][CH2:34][CH3:35])=[C:5]2[C:26]1[CH:27]=[CH:28][CH:29]=[CH:30][CH:31]=1. The catalyst class is: 1.